Regression. Given a target protein amino acid sequence and a drug SMILES string, predict the binding affinity score between them. We predict pKi (pKi = -log10(Ki in M); higher means stronger inhibition). Dataset: bindingdb_ki. From a dataset of Drug-target binding data from BindingDB using Ki measurements. (1) The pKi is 7.4. The target protein (P10760) has sequence MADKLPYKVADIGLAAWGRKALDIAENEMPGLMRMREMYSASKPLKGARIAGCLHMTVETAVLIETLVALGAEVRWSSCNIFSTQDHAAAAIAKAGIPVFAWKGETDEEYLWCIEQTLHFKDGPLNMILDDGGDLTNLIHTKHPQLLSGIRGISEETTTGVHNLYKMMANGILKVPAINVNDSVTKSKFDNLYGCRESLIDGIKRATDVMIAGKVAVVAGYGDVGKGCAQALRGFGARVIITEIDPINALQAAMEGYEVTTMDEACKEGNIFVTTTGCVDIILGRHFEQMKDDAIVCNIGHFDVEIDVKWLNENAVEKVNIKPQVDRYLLKNGHRIILLAEGRLVNLGCAMGHPSFVMSNSFTNQVMAQIELWTHPDKYPVGVHFLPKKLDEAVAEAHLGKLNVKLTKLTEKQAQYLGMPINGPFKPDHYRY. The drug is Nc1ncnc2c1ncn2[C@@H]1O/C(=C/F)[C@@H](O)[C@H]1O. (2) The compound is Nc1cc2cc(C(=O)O)nc(C(=O)c3ccc4c(c3)OCO4)c2cc1O. The target protein (P17936) has sequence MQRARPTLWAAALTLLVLLRGPPVARAGASSAGLGPVVRCEPCDARALAQCAPPPAVCAELVREPGCGCCLTCALSEGQPCGIYTERCGSGLRCQPSPDEARPLQALLDGRGLCVNASAVSRLRAYLLPAPPAPGNASESEEDRSAGSVESPSVSSTHRVSDPKFHPLHSKIIIIKKGHAKDSQRYKVDYESQSTDTQNFSSESKRETEYGPCRREMEDTLNHLKFLNVLSPRGVHIPNCDKKGFYKKKQCRPSKGRKRGFCWCVDKYGQPLPGYTTKGKEDVHCYSMQSK. The pKi is 6.1. (3) The drug is N[C@H](C(=O)O)[C@@H](O)C(=O)O. The target protein (Q9GZT4) has sequence MCAQYCISFADVEKAHINIRDSIHLTPVLTSSILNQLTGRNLFFKCELFQKTGSFKIRGALNAVRSLVPDALERKPKAVVTHSSGNHGQALTYAAKLEGIPAYIVVPQTAPDCKKLAIQAYGASIVYCEPSDESRENVAKRVTEETEGIMVHPNQEPAVIAGQGTIALEVLNQVPLVDALVVPVGGGGMLAGIAITVKALKPSVKVYAAEPSNADDCYQSKLKGKLMPNLYPPETIADGVKSSIGLNTWPIIRDLVDDIFTVTEDEIKCATQLVWERMKLLIEPTAGVGVAAVLSQHFQTVSPEVKNICIVLSGGNVDLTSSITWVKQAERPASYQSVSV. The pKi is 5.0. (4) The drug is CC(N)Cc1c[nH]c2ccc(OCc3cccs3)cc12. The target protein sequence is VLVITAIAKFERLQTVTNYFITSLACADLVMGLAVVPFGASHILMKMWTFGNFWCEFWTSIDVLCVTASIETLCVIAVDRYFAITSPFKYQSLLTKNKARVVILMVWIVSGLTSFLPIQMHWYRATHQEAINCYAKETCCDFFTNQAYAIASSIVSFYLPLVVMVFVYSRVFQVAKKQLQKIDKSEGRFHAQNLSQVEQDGRSGHGHGLRRSSKFCLKEHKALKTLGIIMGTFTLCWLPFFIVNIVHVIRDNLIPKEVYILLNWVGYVNSAFNPLIY. The pKi is 5.0. (5) The drug is O=C(c1ccc(O)c(O)c1)c1[nH]c(=O)cc2cc(O)c(O)cc12. The target protein (P24592) has sequence MTPHRLLPPLLLLLALLLAASPGGALARCPGCGQGVQAGCPGGCVEEEDGGSPAEGCAEAEGCLRREGQECGVYTPNCAPGLQCHPPKDDEAPLRALLLGRGRCLPARAPAVAEENPKESKPQAGTARPQDVNRRDQQRNPGTSTTPSQPNSAGVQDTEMGPCRRHLDSVLQQLQTEVYRGAQTLYVPNCDHRGFYRKRQCRSSQGQRRGPCWCVDRMGKSLPGSPDGNGSSSCPTGSSG. The pKi is 7.1. (6) The compound is OCCOCCN1CCN(C2=Nc3ccccc3Sc3ccccc32)CC1. The target protein (P20366) has sequence MKILVALAVFFLVSTQLFAEEIGANDDLNYWSDWYDSDQIKEELPEPFEHLLQRIARRPKPQQFFGLMGKRDADSSIEKQVALLKALYGHGQISHKRHKTDSFVGLMGKRALNSVAYERSAMQNYERRR. The pKi is 6.0.